This data is from Ames mutagenicity test results for genotoxicity prediction. The task is: Regression/Classification. Given a drug SMILES string, predict its toxicity properties. Task type varies by dataset: regression for continuous values (e.g., LD50, hERG inhibition percentage) or binary classification for toxic/non-toxic outcomes (e.g., AMES mutagenicity, cardiotoxicity, hepatotoxicity). Dataset: ames. (1) The drug is C=C[C@@H]1CC[C@@]2(C)O[C@H]2C1. The result is 0 (non-mutagenic). (2) The drug is N#Cc1c(Cl)cccc1Cl. The result is 0 (non-mutagenic). (3) The molecule is NCCNc1cccc2ccccc12. The result is 1 (mutagenic). (4) The compound is CCOS(C)(=O)=O. The result is 1 (mutagenic). (5) The molecule is C[C@H]1C[C@H]2OC(=O)[C@H](C)[C@H]2C[C@@]2(C)[C@H](O)C[C@H](O)C[C@H]12. The result is 1 (mutagenic). (6) The drug is N[C@@H](CCC(=O)N[C@@H](CSC(Cl)=C(Cl)Cl)C(=O)NCC(=O)O)C(=O)O. The result is 1 (mutagenic). (7) The molecule is O=[N+]([O-])c1ccc2c3c1ccc1cccc(c13)C1OC21. The result is 1 (mutagenic).